From a dataset of Forward reaction prediction with 1.9M reactions from USPTO patents (1976-2016). Predict the product of the given reaction. (1) Given the reactants [CH3:1][C:2]1[N:3]=[C:4]2[C:13]3[CH2:12][CH:11]([C:14]4[CH:19]=[CH:18][CH:17]=[CH:16][CH:15]=4)[CH2:10][CH2:9][C:8]=3[C:7]([C:20]([OH:22])=O)=[CH:6][N:5]2[C:23]=1[CH3:24].[CH3:25][N:26](C(ON1N=NC2C=CC=CC1=2)=[N+](C)C)C.[B-](F)(F)(F)F.CN.[Cl-].[NH4+], predict the reaction product. The product is: [CH3:25][NH:26][C:20]([C:7]1[C:8]2[CH2:9][CH2:10][CH:11]([C:14]3[CH:19]=[CH:18][CH:17]=[CH:16][CH:15]=3)[CH2:12][C:13]=2[C:4]2=[N:3][C:2]([CH3:1])=[C:23]([CH3:24])[N:5]2[CH:6]=1)=[O:22]. (2) Given the reactants [C:1]([C:3]1[CH:22]=[CH:21][C:6]([O:7][CH:8]2[CH2:13][CH2:12][N:11](C(OC(C)(C)C)=O)[CH2:10][CH2:9]2)=[CH:5][CH:4]=1)#[N:2].C1(OC)C=CC=CC=1.FC(F)(F)C(O)=O, predict the reaction product. The product is: [NH:11]1[CH2:10][CH2:9][CH:8]([O:7][C:6]2[CH:21]=[CH:22][C:3]([C:1]#[N:2])=[CH:4][CH:5]=2)[CH2:13][CH2:12]1. (3) Given the reactants [F:1][C:2]1[CH:3]=[C:4]([N:17]2[C:25]3[C:20](=[C:21]([O:26]CC4C=CC=CC=4)[CH:22]=[CH:23][CH:24]=3)[CH:19]=[N:18]2)[CH:5]=[C:6]([F:16])[C:7]=1[O:8]CC1C=CC=CC=1, predict the reaction product. The product is: [F:1][C:2]1[CH:3]=[C:4]([N:17]2[C:25]3[CH:24]=[CH:23][CH:22]=[C:21]([OH:26])[C:20]=3[CH:19]=[N:18]2)[CH:5]=[C:6]([F:16])[C:7]=1[OH:8]. (4) Given the reactants C(N(C(C)C)C(C)C)C.[CH2:10]([O:17][C:18](Cl)=[O:19])[C:11]1[CH:16]=[CH:15][CH:14]=[CH:13][CH:12]=1.O1CCCCC1[O:27][C:28]([C:30]12[CH2:37][CH2:36][C:33]([NH:38][CH2:39][C:40]([N:42]3[CH2:46][C@@H:45]([F:47])[CH2:44][C@H:43]3[C:48]#[N:49])=[O:41])([CH2:34][CH2:35]1)[CH2:32][CH2:31]2)=[O:29].Cl, predict the reaction product. The product is: [CH2:10]([O:17][C:18]([N:38]([CH2:39][C:40]([N:42]1[CH2:46][C@@H:45]([F:47])[CH2:44][C@H:43]1[C:48]#[N:49])=[O:41])[C:33]12[CH2:36][CH2:37][C:30]([C:28]([OH:29])=[O:27])([CH2:35][CH2:34]1)[CH2:31][CH2:32]2)=[O:19])[C:11]1[CH:16]=[CH:15][CH:14]=[CH:13][CH:12]=1. (5) Given the reactants [ClH:1].C(OC(=O)[NH:8][C@H:9]1[CH2:15][S:14][C:13]2[C:16]([NH2:20])=[CH:17][CH:18]=[CH:19][C:12]=2[NH:11][C:10]1=[O:21])(C)(C)C, predict the reaction product. The product is: [ClH:1].[ClH:1].[NH2:8][C@H:9]1[CH2:15][S:14][C:13]2[C:16]([NH2:20])=[CH:17][CH:18]=[CH:19][C:12]=2[NH:11][C:10]1=[O:21]. (6) Given the reactants C([Li])CCC.C(NC(C)C)(C)C.C([N-]C(C)C)(C)C.[Li+].[Si:21]([O:38][CH2:39][C:40]1[C:41]([O:50][CH2:51][CH:52]2[CH2:54][CH2:53]2)=[CH:42][C:43]2[O:47][N:46]=[C:45]([CH3:48])[C:44]=2[CH:49]=1)([C:34]([CH3:37])([CH3:36])[CH3:35])([C:28]1[CH:33]=[CH:32][CH:31]=[CH:30][CH:29]=1)[C:22]1[CH:27]=[CH:26][CH:25]=[CH:24][CH:23]=1.I[CH2:56][CH:57]1[CH2:62][CH2:61][N:60]([C:63]([O:65][C:66]([CH3:69])([CH3:68])[CH3:67])=[O:64])[CH2:59][CH2:58]1.[Cl-].[NH4+], predict the reaction product. The product is: [Si:21]([O:38][CH2:39][C:40]1[C:41]([O:50][CH2:51][CH:52]2[CH2:53][CH2:54]2)=[CH:42][C:43]2[O:47][N:46]=[C:45]([CH2:48][CH2:56][CH:57]3[CH2:62][CH2:61][N:60]([C:63]([O:65][C:66]([CH3:67])([CH3:69])[CH3:68])=[O:64])[CH2:59][CH2:58]3)[C:44]=2[CH:49]=1)([C:34]([CH3:35])([CH3:36])[CH3:37])([C:22]1[CH:27]=[CH:26][CH:25]=[CH:24][CH:23]=1)[C:28]1[CH:33]=[CH:32][CH:31]=[CH:30][CH:29]=1. (7) Given the reactants CN(C(ON1N=NC2C=CC=NC1=2)=[N+](C)C)C.F[P-](F)(F)(F)(F)F.CCN(C(C)C)C(C)C.[CH:34]([C:36]1[CH:41]=[CH:40][C:39](/[CH:42]=[CH:43]/[C:44]#[C:45][C:46]2[CH:54]=[CH:53][C:49]([C:50]([OH:52])=O)=[CH:48][CH:47]=2)=[CH:38][CH:37]=1)=[O:35].Cl.[CH3:56][NH:57][C:58](=[O:66])[C@H:59]([C:62](=[O:65])[O:63][CH3:64])[NH:60][CH3:61], predict the reaction product. The product is: [CH:34]([C:36]1[CH:37]=[CH:38][C:39](/[CH:42]=[CH:43]/[C:44]#[C:45][C:46]2[CH:47]=[CH:48][C:49]([C:50](=[O:52])[N:60]([CH:59]([C:58]([NH:57][CH3:56])=[O:66])[C:62]([O:63][CH3:64])=[O:65])[CH3:61])=[CH:53][CH:54]=2)=[CH:40][CH:41]=1)=[O:35]. (8) Given the reactants [CH:1]1([C:4]2[CH:9]=[CH:8][C:7]([C:10]([F:17])([F:16])[C:11]([O:13]CC)=[O:12])=[CH:6][CH:5]=2)[CH2:3][CH2:2]1.O.[OH-].[Li+], predict the reaction product. The product is: [CH:1]1([C:4]2[CH:5]=[CH:6][C:7]([C:10]([F:16])([F:17])[C:11]([OH:13])=[O:12])=[CH:8][CH:9]=2)[CH2:3][CH2:2]1. (9) Given the reactants [F:1][CH:2]([F:31])[C:3]1[N:7]([C:8]2[CH:13]=[C:12]([N:14]3[CH2:19][CH2:18][O:17][CH2:16][CH2:15]3)[N:11]=[C:10]([NH:20][CH:21]3[CH2:26][CH2:25][NH:24][CH2:23][CH2:22]3)[N:9]=2)[C:6]2[CH:27]=[CH:28][CH:29]=[CH:30][C:5]=2[N:4]=1.[CH3:32][N:33]([CH3:38])[CH2:34][C:35](O)=[O:36].ON1C2C=CC=CC=2N=N1.Cl.CN(C)CCCN=C=NCC, predict the reaction product. The product is: [F:31][CH:2]([F:1])[C:3]1[N:7]([C:8]2[CH:13]=[C:12]([N:14]3[CH2:19][CH2:18][O:17][CH2:16][CH2:15]3)[N:11]=[C:10]([NH:20][CH:21]3[CH2:26][CH2:25][N:24]([C:35](=[O:36])[CH2:34][N:33]([CH3:38])[CH3:32])[CH2:23][CH2:22]3)[N:9]=2)[C:6]2[CH:27]=[CH:28][CH:29]=[CH:30][C:5]=2[N:4]=1. (10) Given the reactants [Cl:1][C:2]1[CH:3]=[CH:4][C:5]([I:11])=[C:6]([CH:10]=1)[C:7](O)=[O:8], predict the reaction product. The product is: [Cl:1][C:2]1[CH:3]=[CH:4][C:5]([I:11])=[C:6]([CH2:7][OH:8])[CH:10]=1.